This data is from Catalyst prediction with 721,799 reactions and 888 catalyst types from USPTO. The task is: Predict which catalyst facilitates the given reaction. (1) Reactant: Br[CH2:2]/[CH:3]=[CH:4]/[C:5]([NH:7][C:8]1[CH:9]=[C:10]2[C:15](=[CH:16][C:17]=1[O:18][CH2:19][CH3:20])[N:14]=[CH:13][N:12]=[C:11]2[NH:21][C:22]1[CH:27]=[CH:26][CH:25]=[C:24]([C:28]#[CH:29])[CH:23]=1)=[O:6].CCN(C(C)C)C(C)C.[O:39]1[C@H:44]2[CH2:45][NH:46][CH2:47][C@H:43]2[O:42][CH2:41][CH2:40]1.O. Product: [CH2:19]([O:18][C:17]1[CH:16]=[C:15]2[C:10]([C:11]([NH:21][C:22]3[CH:27]=[CH:26][CH:25]=[C:24]([C:28]#[CH:29])[CH:23]=3)=[N:12][CH:13]=[N:14]2)=[CH:9][C:8]=1[NH:7][C:5](=[O:6])/[CH:4]=[CH:3]/[CH2:2][N:46]1[CH2:45][C@H:44]2[O:39][CH2:40][CH2:41][O:42][C@H:43]2[CH2:47]1)[CH3:20]. The catalyst class is: 44. (2) Reactant: [CH3:1][C@H:2]1[C@@:41]2([OH:43])[O:42][C@H:5]([CH2:6][C@H:7]([O:64][CH3:65])[C:8]([CH3:63])=[CH:9][CH:10]=[CH:11][CH:12]=[CH:13][C@@H:14]([CH3:62])[CH2:15][C@@H:16]([CH3:61])[C:17]([C@H:19]([O:59][CH3:60])[C@H:20]([OH:58])[C:21]([CH3:57])=[CH:22][C@@H:23]([CH3:56])[C:24]([CH2:26][C@@H:27]([C@@H:44]([CH2:46][C@H:47]3[CH2:52][C@@H:51]([O:53][CH3:54])[C@H:50]([OH:55])[CH2:49][CH2:48]3)[CH3:45])[O:28][C:29]([C@H:31]3[N:36]([C:37]([C:39]2=[O:40])=[O:38])[CH2:35][CH2:34][CH2:33][CH2:32]3)=[O:30])=[O:25])=[O:18])[CH2:4][CH2:3]1.C(C1C=C(C)C=C(C(C)(C)C)N=1)(C)(C)C.N1C=C(C)C=C(C)C=1.[CH3:89][P:90](Cl)([CH3:92])=[O:91].N#N. Product: [CH3:1][C@H:2]1[C@@:41]2([OH:43])[O:42][CH:5]([CH2:6][C@H:7]([O:64][CH3:65])[C:8]([CH3:63])=[CH:9][CH:10]=[CH:11][CH:12]=[CH:13][C@@H:14]([CH3:62])[CH2:15][C@@H:16]([CH3:61])[C:17]([C@H:19]([O:59][CH3:60])[C@H:20]([OH:58])[C:21]([CH3:57])=[CH:22][C@@H:23]([CH3:56])[C:24]([CH2:26][C@@H:27]([C@@H:44]([CH2:46][C@H:47]3[CH2:52][C@@H:51]([O:53][CH3:54])[C@H:50]([O:55][P:90]([CH3:92])([CH3:89])=[O:91])[CH2:49][CH2:48]3)[CH3:45])[O:28][C:29]([C@H:31]3[N:36]([C:37]([C:39]2=[O:40])=[O:38])[CH2:35][CH2:34][CH2:33][CH2:32]3)=[O:30])=[O:25])=[O:18])[CH2:4][CH2:3]1. The catalyst class is: 4. (3) Reactant: [CH3:1][CH:2]1[CH2:6][C:5]2([CH2:11][CH2:10][N:9](C(OC(C)(C)C)=O)[CH2:8][CH2:7]2)[C:4](=[O:19])[NH:3]1.FC(F)(F)C(O)=O. Product: [CH3:1][CH:2]1[CH2:6][C:5]2([CH2:11][CH2:10][NH:9][CH2:8][CH2:7]2)[C:4](=[O:19])[NH:3]1. The catalyst class is: 2. (4) Reactant: [NH2:1][CH2:2][C:3]1[CH:4]=[C:5]([C:9]2[N:10]([CH3:21])[C:11]3[C:16]([C:17]=2[C:18]#[N:19])=[CH:15][CH:14]=[C:13]([Cl:20])[CH:12]=3)[CH:6]=[N:7][CH:8]=1.[N:22]1([C:28](Cl)=[O:29])[CH2:27][CH2:26][O:25][CH2:24][CH2:23]1.C(N(CC)CC)C. Product: [Cl:20][C:13]1[CH:12]=[C:11]2[C:16]([C:17]([C:18]#[N:19])=[C:9]([C:5]3[CH:4]=[C:3]([CH2:2][NH:1][C:28]([N:22]4[CH2:27][CH2:26][O:25][CH2:24][CH2:23]4)=[O:29])[CH:8]=[N:7][CH:6]=3)[N:10]2[CH3:21])=[CH:15][CH:14]=1. The catalyst class is: 4. (5) Reactant: [OH:1][C:2]1[C:3]([C:20]2[CH:25]=[CH:24][C:23]([C:26]3[CH:27]=[CH:28][C:29]([C:32]([NH:34][CH3:35])=[O:33])=[N:30][CH:31]=3)=[CH:22][CH:21]=2)=[N:4][N:5]([CH3:19])[C:6]=1[C:7]1[NH:18][C:10]2=[CH:11][C:12]3[CH2:13][NH:14][CH2:15][C:16]=3[CH:17]=[C:9]2[N:8]=1.[C:36](O[C:36]([O:38][C:39]([CH3:42])([CH3:41])[CH3:40])=[O:37])([O:38][C:39]([CH3:42])([CH3:41])[CH3:40])=[O:37].C(N(C(C)C)CC)(C)C.[OH-].[Na+]. Product: [OH:1][C:2]1[C:3]([C:20]2[CH:21]=[CH:22][C:23]([C:26]3[CH:31]=[N:30][C:29]([C:32](=[O:33])[NH:34][CH3:35])=[CH:28][CH:27]=3)=[CH:24][CH:25]=2)=[N:4][N:5]([CH3:19])[C:6]=1[C:7]1[NH:8][C:9]2=[CH:17][C:16]3[CH2:15][N:14]([C:36]([O:38][C:39]([CH3:42])([CH3:41])[CH3:40])=[O:37])[CH2:13][C:12]=3[CH:11]=[C:10]2[N:18]=1. The catalyst class is: 42. (6) Reactant: [OH:1][CH:2]([C:4]1[CH:12]=[CH:11][C:7]([C:8]([O-:10])=[O:9])=[CH:6][CH:5]=1)[CH3:3].[C:13]1(P(C2C=CC=CC=2)C2C=CC=CC=2)C=CC=CC=1.[CH:32]1[C:37](O)=[CH:36][CH:35]=[CH:34][C:33]=1[CH3:39].CC(OC(/N=N/C(OC(C)C)=O)=O)C. Product: [C:33]1([CH3:39])[CH:34]=[CH:35][CH:36]=[C:37]([O:1][CH:2]([C:4]2[CH:12]=[CH:11][C:7]([C:8]([O:10][CH3:13])=[O:9])=[CH:6][CH:5]=2)[CH3:3])[CH:32]=1. The catalyst class is: 7. (7) Reactant: [I:1][C:2]1[CH:10]=[CH:9][C:8]2[C:4](=[C:5]3[NH:14][C:13](=[O:15])[CH:12]=[C:11]([CH:16]4[CH2:21][CH2:20][N:19](C(OC(C)(C)C)=O)[CH2:18][CH2:17]4)[N:6]3[N:7]=2)[CH:3]=1.[ClH:29]. Product: [ClH:29].[I:1][C:2]1[CH:10]=[CH:9][C:8]2[C:4](=[C:5]3[NH:14][C:13](=[O:15])[CH:12]=[C:11]([CH:16]4[CH2:21][CH2:20][NH:19][CH2:18][CH2:17]4)[N:6]3[N:7]=2)[CH:3]=1. The catalyst class is: 71. (8) Reactant: [OH:1][CH2:2][C:3]1[CH:4]=[C:5]([CH:11]=[CH:12][N:13]=1)[C:6]([O:8][CH2:9][CH3:10])=[O:7].[O:14]1[CH:19]=[CH:18][CH2:17][CH2:16][CH2:15]1.C1(C)C=CC(S([O-])(=O)=O)=CC=1.[NH+]1C=CC=CC=1.C(OCC)(=O)C. Product: [O:14]1[CH2:19][CH2:18][CH2:17][CH2:16][CH:15]1[O:1][CH2:2][C:3]1[CH:4]=[C:5]([CH:11]=[CH:12][N:13]=1)[C:6]([O:8][CH2:9][CH3:10])=[O:7]. The catalyst class is: 4. (9) Reactant: [NH2:1][C@H:2]([CH2:34]O)[CH2:3][CH2:4][C:5]1[C:10]([F:11])=[CH:9][CH:8]=[CH:7][C:6]=1[NH:12][C:13](=[O:33])[C@@H:14]([N:30]=[N+:31]=[N-:32])[CH:15]([C:23]1[CH:28]=[CH:27][CH:26]=[C:25]([F:29])[CH:24]=1)[C:16]1[CH:21]=[CH:20][CH:19]=[C:18]([F:22])[CH:17]=1.C(N(CC)CC)C.[C:43]1([S:49](Cl)(=[O:51])=[O:50])[CH:48]=[CH:47][CH:46]=[CH:45][CH:44]=1.CS(Cl)(=O)=O. Product: [N:30]([C@@H:14]([CH:15]([C:23]1[CH:28]=[CH:27][CH:26]=[C:25]([F:29])[CH:24]=1)[C:16]1[CH:21]=[CH:20][CH:19]=[C:18]([F:22])[CH:17]=1)[C:13]([NH:12][C:6]1[CH:7]=[CH:8][CH:9]=[C:10]([F:11])[C:5]=1[CH2:4][CH2:3][CH:2]1[CH2:34][N@@:1]1[S:49]([C:43]1[CH:48]=[CH:47][CH:46]=[CH:45][CH:44]=1)(=[O:51])=[O:50])=[O:33])=[N+:31]=[N-:32]. The catalyst class is: 154.